This data is from Forward reaction prediction with 1.9M reactions from USPTO patents (1976-2016). The task is: Predict the product of the given reaction. Given the reactants [Cl:1][C:2]1[N:11]=[C:10](Cl)[C:9]2[C:4](=[CH:5][CH:6]=[C:7]([N:13]3[CH2:18][CH2:17][CH2:16][CH2:15][CH2:14]3)[CH:8]=2)[N:3]=1.[CH:19]1([C:22]2[CH:23]=[C:24]([NH2:27])[NH:25][N:26]=2)[CH2:21][CH2:20]1, predict the reaction product. The product is: [Cl:1][C:2]1[N:11]=[C:10]([NH:27][C:24]2[NH:25][N:26]=[C:22]([CH:19]3[CH2:21][CH2:20]3)[CH:23]=2)[C:9]2[C:4](=[CH:5][CH:6]=[C:7]([N:13]3[CH2:18][CH2:17][CH2:16][CH2:15][CH2:14]3)[CH:8]=2)[N:3]=1.